This data is from Full USPTO retrosynthesis dataset with 1.9M reactions from patents (1976-2016). The task is: Predict the reactants needed to synthesize the given product. (1) Given the product [CH3:24][O:23][C:19]1[CH:18]=[C:17]([C:2]#[C:1][C:3]2[CH:15]=[CH:14][C:6]3[O:7][CH2:8][C:9]([CH3:12])([CH3:13])[CH2:10][O:11][C:5]=3[CH:4]=2)[CH:22]=[CH:21][CH:20]=1, predict the reactants needed to synthesize it. The reactants are: [C:1]([C:3]1[CH:15]=[CH:14][C:6]2[O:7][CH2:8][C:9]([CH3:13])([CH3:12])[CH2:10][O:11][C:5]=2[CH:4]=1)#[CH:2].I[C:17]1[CH:22]=[CH:21][CH:20]=[C:19]([O:23][CH3:24])[CH:18]=1. (2) The reactants are: [CH2:1]([O:8][N:9]1[C:14]2[N:15]=[CH:16][N:17]=[C:18]([CH3:19])[C:13]=2[C:12]([NH:20][CH2:21][C:22]2[CH:23]=[CH:24][C:25]([NH:28]C(=O)OC(C)(C)C)=[N:26][CH:27]=2)=[CH:11][C:10]1=[O:36])[C:2]1[CH:7]=[CH:6][CH:5]=[CH:4][CH:3]=1.C(Cl)Cl.FC(F)(F)C(O)=O.[OH-].[Na+]. Given the product [NH2:28][C:25]1[N:26]=[CH:27][C:22]([CH2:21][NH:20][C:12]2[C:13]3[C:18]([CH3:19])=[N:17][CH:16]=[N:15][C:14]=3[N:9]([O:8][CH2:1][C:2]3[CH:3]=[CH:4][CH:5]=[CH:6][CH:7]=3)[C:10](=[O:36])[CH:11]=2)=[CH:23][CH:24]=1, predict the reactants needed to synthesize it. (3) Given the product [CH:7]([CH:8]1[CH2:9][CH2:10][CH:11]=[CH:14][O:13]1)([C:16]1[CH:17]=[CH:18][CH:19]=[CH:20][CH:21]=1)[C:22]1[CH:27]=[CH:26][CH:25]=[CH:24][CH:23]=1, predict the reactants needed to synthesize it. The reactants are: C1([CH:7]([C:16]2[CH:21]=[CH:20][CH:19]=[CH:18][CH:17]=2)[CH:8]([O:13][CH:14]=C)[CH2:9][CH2:10][CH:11]=C)C=CC=CC=1.[CH:22]1[CH:27]=[CH:26][CH:25]=[CH:24][CH:23]=1.